This data is from Catalyst prediction with 721,799 reactions and 888 catalyst types from USPTO. The task is: Predict which catalyst facilitates the given reaction. Reactant: Br[C:2]1[CH:3]=[C:4]([C:8]([O:10][CH3:11])=[O:9])[NH:5][C:6]=1Br.C([Sn](CCCC)(CCCC)[CH2:17][O:18][CH2:19][Sn](CCCC)(CCCC)CCCC)CCC.CC(C1C=C(C(C)C)C(C2C=CC=CC=2P(C2CCCCC2)C2CCCCC2)=C(C(C)C)C=1)C. Product: [NH:5]1[C:4]([C:8]([O:10][CH3:11])=[O:9])=[CH:3][C:2]2[CH2:17][O:18][CH2:19][C:6]1=2. The catalyst class is: 102.